From a dataset of Reaction yield outcomes from USPTO patents with 853,638 reactions. Predict the reaction yield, written as a fraction of the theoretical maximum amount of product (1.0 means a 100% yield; for example, 0.34 means a 34% yield). (1) The reactants are [Cl:1][C:2]1[CH:7]=[C:6]([Cl:8])[CH:5]=[CH:4][C:3]=1[C@H:9]1[C:14]([C:15]([O:17][C@H:18]([CH3:24])[C:19]([O:21][CH2:22][CH3:23])=[O:20])=[O:16])=[C:13]([CH2:25]Br)[NH:12][C:11]([C:27]2[S:28][CH:29]=[CH:30][N:31]=2)=[N:10]1.[NH:32]1[CH2:37][CH2:36][O:35][CH2:34][C@H:33]1[C:38]([OH:40])=[O:39].C(=O)([O-])[O-].[K+].[K+]. The catalyst is C(O)C. The product is [Cl:1][C:2]1[CH:7]=[C:6]([Cl:8])[CH:5]=[CH:4][C:3]=1[C@@H:9]1[N:10]=[C:11]([C:27]2[S:28][CH:29]=[CH:30][N:31]=2)[NH:12][C:13]([CH2:25][N:32]2[CH2:37][CH2:36][O:35][CH2:34][C@H:33]2[C:38]([OH:40])=[O:39])=[C:14]1[C:15]([O:17][C@H:18]([CH3:24])[C:19]([O:21][CH2:22][CH3:23])=[O:20])=[O:16]. The yield is 0.730. (2) The reactants are Cl[C:2]1[CH:3]=[C:4]([NH2:20])[CH:5]=[C:6]([Cl:19])[C:7]=1[S:8][C:9]1[CH:18]=[CH:17][C:16]2[C:11](=[CH:12][CH:13]=[CH:14][CH:15]=2)[CH:10]=1.N1C=CC=CC=1.[Cl:27][C:28]1[N:33]=[CH:32][C:31]([S:34](Cl)(=[O:36])=[O:35])=[CH:30][CH:29]=1.Cl. The catalyst is C1COCC1. The product is [Cl:19][C:6]1[CH:5]=[C:4]([NH:20][S:34]([C:31]2[CH:32]=[N:33][C:28]([Cl:27])=[CH:29][CH:30]=2)(=[O:36])=[O:35])[CH:3]=[CH:2][C:7]=1[S:8][C:9]1[CH:18]=[CH:17][C:16]2[C:11](=[CH:12][CH:13]=[CH:14][CH:15]=2)[CH:10]=1. The yield is 0.580. (3) The reactants are [CH2:1]([N:8]1[C:16]2[C:11](=[CH:12][CH:13]=[C:14]([OH:17])[CH:15]=2)[C:10]([C:18]([NH:20][CH2:21][C:22]2[CH:27]=[CH:26][C:25]([F:28])=[C:24]([F:29])[CH:23]=2)=[O:19])=[C:9]1[CH:30]([CH3:32])[CH3:31])[C:2]1[CH:7]=[CH:6][CH:5]=[CH:4][CH:3]=1.[C:33](Cl)(=[O:35])[CH3:34]. The catalyst is N1C=CC=CC=1. The product is [C:33]([O:17][C:14]1[CH:15]=[C:16]2[C:11]([C:10]([C:18](=[O:19])[NH:20][CH2:21][C:22]3[CH:27]=[CH:26][C:25]([F:28])=[C:24]([F:29])[CH:23]=3)=[C:9]([CH:30]([CH3:32])[CH3:31])[N:8]2[CH2:1][C:2]2[CH:7]=[CH:6][CH:5]=[CH:4][CH:3]=2)=[CH:12][CH:13]=1)(=[O:35])[CH3:34]. The yield is 1.00. (4) The reactants are [F:1][C:2]1[CH:7]=[CH:6][C:5]([O:8][CH3:9])=[CH:4][C:3]=1[C:10]1[CH:15]=[CH:14][C:13]([C:16](OC)=[O:17])=[CH:12][C:11]=1[C:20]1[C@@:21]2([CH3:29])[C:26]([CH3:28])([CH3:27])[C@@H:24]([CH:25]=1)[CH2:23][CH2:22]2.[H-].[H-].[H-].[H-].[Li+].[Al+3].[OH-].[Na+]. The catalyst is C1COCC1. The product is [F:1][C:2]1[CH:7]=[CH:6][C:5]([O:8][CH3:9])=[CH:4][C:3]=1[C:10]1[CH:15]=[CH:14][C:13]([CH2:16][OH:17])=[CH:12][C:11]=1[C:20]1[C@@:21]2([CH3:29])[C:26]([CH3:28])([CH3:27])[C@@H:24]([CH:25]=1)[CH2:23][CH2:22]2. The yield is 0.750.